This data is from Full USPTO retrosynthesis dataset with 1.9M reactions from patents (1976-2016). The task is: Predict the reactants needed to synthesize the given product. (1) Given the product [Cl:1][C:2]1[C:3]([O:30][CH3:31])=[C:4](/[C:17](/[CH3:29])=[CH:18]\[CH:19]=[CH:20]\[C:21](\[CH3:28])=[CH:22]\[C:23]([OH:25])=[O:24])[CH:5]=[C:6]2[C:11]=1[O:10][C:9]([CH3:12])([CH3:13])[CH:8]=[C:7]2[CH:14]([CH3:16])[CH3:15], predict the reactants needed to synthesize it. The reactants are: [Cl:1][C:2]1[C:3]([O:30][CH3:31])=[C:4](/[C:17](/[CH3:29])=[CH:18]\[CH:19]=[CH:20]\[C:21](\[CH3:28])=[CH:22]\[C:23]([O:25]CC)=[O:24])[CH:5]=[C:6]2[C:11]=1[O:10][C:9]([CH3:13])([CH3:12])[CH:8]=[C:7]2[CH:14]([CH3:16])[CH3:15].[OH-].[Na+]. (2) Given the product [CH:6]([C:5]1[CH:8]=[CH:9][C:2]([O:1][CH:23]([CH2:24][CH3:25])[C:22]([O:21][CH3:20])=[O:27])=[C:3]([N+:10]([O-:12])=[O:11])[CH:4]=1)=[O:7], predict the reactants needed to synthesize it. The reactants are: [OH:1][C:2]1[CH:9]=[CH:8][C:5]([CH:6]=[O:7])=[CH:4][C:3]=1[N+:10]([O-:12])=[O:11].C1(O)C=CC=CC=1.[CH3:20][O:21][C:22](=[O:27])[CH:23](Br)[CH2:24][CH3:25]. (3) Given the product [Cl:1][C:2]1[C:3](=[O:32])[N:4]([CH2:20][CH2:21][C:22]2[CH:23]=[CH:24][C:25]([C:26]([O:28][CH3:29])=[O:27])=[CH:30][CH:31]=2)[C:5]([CH:9]([OH:37])[CH:10]([OH:51])[C:11]2[CH:16]=[CH:15][CH:14]=[C:13]([CH2:17][CH2:18][CH3:19])[CH:12]=2)=[C:6]([Cl:8])[CH:7]=1, predict the reactants needed to synthesize it. The reactants are: [Cl:1][C:2]1[C:3](=[O:32])[N:4]([CH2:20][CH2:21][C:22]2[CH:31]=[CH:30][C:25]([C:26]([O:28][CH3:29])=[O:27])=[CH:24][CH:23]=2)[C:5](/[CH:9]=[CH:10]/[C:11]2[CH:16]=[CH:15][CH:14]=[C:13]([CH2:17][CH2:18][CH3:19])[CH:12]=2)=[C:6]([Cl:8])[CH:7]=1.C[N+]1([O-])CC[O:37]CC1.CC(O)C.C(OCC)(=O)C.[OH2:51]. (4) Given the product [Br:12][CH:6]1[CH2:5][C:4]2[C:8](=[CH:9][C:10]([Cl:11])=[C:2]([Cl:1])[CH:3]=2)[CH:7]1[OH:23], predict the reactants needed to synthesize it. The reactants are: [Cl:1][C:2]1[CH:3]=[C:4]2[C:8](=[CH:9][C:10]=1[Cl:11])[CH2:7][CH:6]=[CH:5]2.[Br:12]C1C=C(F)C=C2C=1CC=C2.[OH2:23]. (5) Given the product [F:14][C:15]([F:31])([F:32])[C:16]1[CH:17]=[C:18]([O:22][C:23]2[CH:30]=[CH:29][C:26]([CH2:27][NH:28][C:4](=[O:6])[C:3]3[CH:7]=[CH:8][C:9]([CH2:11][O:12][CH3:13])=[N:10][C:2]=3[NH2:1])=[CH:25][CH:24]=2)[CH:19]=[CH:20][CH:21]=1, predict the reactants needed to synthesize it. The reactants are: [NH2:1][C:2]1[N:10]=[C:9]([CH2:11][O:12][CH3:13])[CH:8]=[CH:7][C:3]=1[C:4]([OH:6])=O.[F:14][C:15]([F:32])([F:31])[C:16]1[CH:17]=[C:18]([O:22][C:23]2[CH:30]=[CH:29][C:26]([CH2:27][NH2:28])=[CH:25][CH:24]=2)[CH:19]=[CH:20][CH:21]=1.CN([P+](ON1N=NC2C=CC=CC1=2)(N(C)C)N(C)C)C.F[P-](F)(F)(F)(F)F.C(=O)(O)[O-].[Na+]. (6) Given the product [O:2]1[C:6]2[CH:7]=[CH:8][CH:9]=[C:10]([CH:11]3[CH2:16][CH2:15][N:14]([CH2:17][CH2:18][C@H:19]4[CH2:20][CH2:21][C@H:22]([NH:25][C:33](=[O:34])[CH2:32][C@H:27]5[CH2:28][CH2:29][CH2:30][CH2:31][O:26]5)[CH2:23][CH2:24]4)[CH2:13][CH2:12]3)[C:5]=2[O:4][CH2:3]1, predict the reactants needed to synthesize it. The reactants are: Cl.[O:2]1[C:6]2[CH:7]=[CH:8][CH:9]=[C:10]([CH:11]3[CH2:16][CH2:15][N:14]([CH2:17][CH2:18][C@H:19]4[CH2:24][CH2:23][C@H:22]([NH2:25])[CH2:21][CH2:20]4)[CH2:13][CH2:12]3)[C:5]=2[O:4][CH2:3]1.[O:26]1[CH2:31][CH2:30][CH2:29][CH2:28][C@@H:27]1[CH2:32][C:33](O)=[O:34]. (7) Given the product [CH3:1][C:2]1[C:6]([C:7]2[C:16]3[O:15][CH:14]([C:17]([NH:32][CH2:31][CH3:30])=[O:18])[CH:13]([C:20]4[CH:21]=[CH:22][CH:23]=[CH:24][CH:25]=4)[N:12]4[C:26](=[O:28])[NH:27][C:10]([C:11]=34)=[CH:9][CH:8]=2)=[C:5]([CH3:29])[O:4][N:3]=1, predict the reactants needed to synthesize it. The reactants are: [CH3:1][C:2]1[C:6]([C:7]2[C:16]3[O:15][CH:14]([C:17](O)=[O:18])[CH:13]([C:20]4[CH:25]=[CH:24][CH:23]=[CH:22][CH:21]=4)[N:12]4[C:26](=[O:28])[NH:27][C:10]([C:11]=34)=[CH:9][CH:8]=2)=[C:5]([CH3:29])[O:4][N:3]=1.[CH3:30][CH2:31][N:32](C(C)C)C(C)C.CN(C(ON1N=NC2C=CC=NC1=2)=[N+](C)C)C.F[P-](F)(F)(F)(F)F.CN.C1COCC1. (8) Given the product [CH:1]1([CH2:4][O:5][C:6]2[CH:7]=[CH:8][C:9]3[O:13][C:12]([CH:14]([NH:18][C:19]4[CH:20]=[CH:21][C:22]([C:25]([OH:27])=[O:26])=[N:23][CH:24]=4)[CH:15]([CH3:17])[CH3:16])=[C:11]([CH3:29])[C:10]=3[CH:30]=2)[CH2:3][CH2:2]1, predict the reactants needed to synthesize it. The reactants are: [CH:1]1([CH2:4][O:5][C:6]2[CH:7]=[CH:8][C:9]3[O:13][C:12]([CH:14]([NH:18][C:19]4[CH:20]=[CH:21][C:22]([C:25]([O:27]C)=[O:26])=[N:23][CH:24]=4)[CH:15]([CH3:17])[CH3:16])=[C:11]([CH3:29])[C:10]=3[CH:30]=2)[CH2:3][CH2:2]1.O1CCCC1.[OH-].[Na+].